This data is from CYP2C9 inhibition data for predicting drug metabolism from PubChem BioAssay. The task is: Regression/Classification. Given a drug SMILES string, predict its absorption, distribution, metabolism, or excretion properties. Task type varies by dataset: regression for continuous measurements (e.g., permeability, clearance, half-life) or binary classification for categorical outcomes (e.g., BBB penetration, CYP inhibition). Dataset: cyp2c9_veith. The molecule is OC[C@H](S)CS. The result is 0 (non-inhibitor).